Dataset: Full USPTO retrosynthesis dataset with 1.9M reactions from patents (1976-2016). Task: Predict the reactants needed to synthesize the given product. (1) Given the product [CH3:13][O:12][C:10]1[C:9]2[C:4](=[CH:5][CH:6]=[CH:7][CH:8]=2)[N:3]=[C:2]([O:1][S:16]([C:15]([F:28])([F:27])[F:14])(=[O:18])=[O:17])[CH:11]=1, predict the reactants needed to synthesize it. The reactants are: [OH:1][C:2]1[CH:11]=[C:10]([O:12][CH3:13])[C:9]2[C:4](=[CH:5][CH:6]=[CH:7][CH:8]=2)[N:3]=1.[F:14][C:15]([F:28])([F:27])[S:16](O[S:16]([C:15]([F:28])([F:27])[F:14])(=[O:18])=[O:17])(=[O:18])=[O:17]. (2) The reactants are: C(OC([N:8]1[CH2:13][CH2:12][CH:11]([O:14][C:15]2[C:20]([F:21])=[CH:19][C:18]([C:22]3[CH2:27][CH2:26][C:25](=[O:28])[NH:24][N:23]=3)=[CH:17][C:16]=2[F:29])[CH2:10][CH2:9]1)=O)(C)(C)C.FC(F)(F)C(O)=O. Given the product [F:21][C:20]1[CH:19]=[C:18]([C:22]2[CH2:27][CH2:26][C:25](=[O:28])[NH:24][N:23]=2)[CH:17]=[C:16]([F:29])[C:15]=1[O:14][CH:11]1[CH2:12][CH2:13][NH:8][CH2:9][CH2:10]1, predict the reactants needed to synthesize it. (3) Given the product [CH2:27]([C:26]([C:24]1[N:3]=[N:2][N:1]([CH2:4][CH2:5][C:6]2[CH:15]=[C:14]3[C:9]([C:10]([C:18]4[CH:23]=[CH:22][CH:21]=[CH:20][CH:19]=4)=[CH:11][C:12]([C:16]#[N:17])=[N:13]3)=[CH:8][CH:7]=2)[CH:25]=1)([OH:31])[CH2:29][CH3:30])[CH3:28], predict the reactants needed to synthesize it. The reactants are: [N:1]([CH2:4][CH2:5][C:6]1[CH:15]=[C:14]2[C:9]([C:10]([C:18]3[CH:23]=[CH:22][CH:21]=[CH:20][CH:19]=3)=[CH:11][C:12]([C:16]#[N:17])=[N:13]2)=[CH:8][CH:7]=1)=[N+:2]=[N-:3].[CH2:24]([C:26]([OH:31])([CH2:29][CH3:30])[C:27]#[CH:28])[CH3:25].C(N(C(C)C)CC)(C)C. (4) Given the product [CH3:2][N:3]1[C:7]2[CH:8]=[CH:9][CH:10]=[CH:11][C:6]=2[S:5]/[C:4]/1=[N:12]/[N:13]=[CH:20][C:16]1[CH:17]=[CH:18][CH:19]=[N:14][CH:15]=1, predict the reactants needed to synthesize it. The reactants are: Cl.[CH3:2][N:3]1[C:7]2[CH:8]=[CH:9][CH:10]=[CH:11][C:6]=2[S:5][C:4]1=[N:12][NH2:13].[N:14]1[CH:19]=[CH:18][CH:17]=[C:16]([CH:20]=O)[CH:15]=1.[OH-].[Na+]. (5) Given the product [F:25][C:2]([F:1])([F:24])[C:3]1[CH:4]=[CH:5][C:6]([S:9][CH:10]2[CH2:11][CH2:12][CH:13]([NH2:16])[CH2:14][CH2:15]2)=[CH:7][CH:8]=1, predict the reactants needed to synthesize it. The reactants are: [F:1][C:2]([F:25])([F:24])[C:3]1[CH:8]=[CH:7][C:6]([S:9][CH:10]2[CH2:15][CH2:14][CH:13]([NH:16]C(=O)OC(C)(C)C)[CH2:12][CH2:11]2)=[CH:5][CH:4]=1.Cl.